The task is: Predict which catalyst facilitates the given reaction.. This data is from Catalyst prediction with 721,799 reactions and 888 catalyst types from USPTO. (1) Reactant: [N+:1]([C:4]1[CH:12]=[C:11]2[C:7]([CH:8]=[N:9][N:10]2[CH:13]2[CH2:18][CH2:17][N:16]([C:19]([O:21][C:22]([CH3:25])([CH3:24])[CH3:23])=[O:20])[CH2:15][CH2:14]2)=[CH:6][CH:5]=1)([O-])=O. Product: [NH2:1][C:4]1[CH:12]=[C:11]2[C:7]([CH:8]=[N:9][N:10]2[CH:13]2[CH2:14][CH2:15][N:16]([C:19]([O:21][C:22]([CH3:25])([CH3:24])[CH3:23])=[O:20])[CH2:17][CH2:18]2)=[CH:6][CH:5]=1. The catalyst class is: 29. (2) Reactant: [C:1]([C:4]1[C:22](=[O:23])[C@@:8]2([CH3:24])[C:9]3[C:15]([OH:16])=[CH:14][C:13]([O:17][CH3:18])=[C:12]([C:19]([NH2:21])=[O:20])[C:10]=3[O:11][C:7]2=[CH:6][C:5]=1[OH:25])(=[O:3])[CH3:2].[CH2:26]([C:28]1[CH:37]=[CH:36][C:35]2[C:30](=[CH:31][C:32]([F:39])=[C:33]([F:38])[CH:34]=2)[C:29]=1[CH:40]=O)[CH3:27].C([SiH](CC)CC)C.FC(F)(F)C(O)=O. Product: [C:1]([C:4]1[C:22](=[O:23])[C@@:8]2([CH3:24])[C:9]3[C:15]([OH:16])=[CH:14][C:13]([O:17][CH3:18])=[C:12]([C:19]([NH:21][CH2:40][C:29]4[C:30]5[C:35](=[CH:34][C:33]([F:38])=[C:32]([F:39])[CH:31]=5)[CH:36]=[CH:37][C:28]=4[CH2:26][CH3:27])=[O:20])[C:10]=3[O:11][C:7]2=[CH:6][C:5]=1[OH:25])(=[O:3])[CH3:2]. The catalyst class is: 10. (3) Reactant: [Cl:1][C:2]1[C:6]([N:7]([CH2:17][CH3:18])[C:8](=[O:16])[CH2:9][CH2:10][NH:11][CH2:12][CH:13]([F:15])[F:14])=[CH:5][N:4]([C:19]2[CH:20]=[N:21][CH:22]=[CH:23][CH:24]=2)[N:3]=1.C([C:32]1[NH:33][CH:34]=[CH:35][N:36]=1)([C:32]1[NH:33][CH:34]=[CH:35][N:36]=1)=O.FC1(F)CC1[CH2:41][OH:42]. Product: [Cl:1][C:2]1[C:6]([N:7]([CH2:17][CH3:18])[C:8](=[O:16])[CH2:9][CH2:10][N:11]([CH2:12][CH:13]([F:15])[F:14])[C:41]([N:33]2[CH:34]=[CH:35][N:36]=[CH:32]2)=[O:42])=[CH:5][N:4]([C:19]2[CH:20]=[N:21][CH:22]=[CH:23][CH:24]=2)[N:3]=1. The catalyst class is: 85. (4) Reactant: [F:1][CH:2]([F:28])[C:3]1[S:7][C:6]([C:8]([NH:10][C:11]2[N:15]([CH2:16][C@H:17]3[CH2:21][CH2:20][CH2:19][NH:18]3)[C:14]3[CH:22]=[CH:23][C:24]([CH2:26][OH:27])=[CH:25][C:13]=3[N:12]=2)=[O:9])=[CH:5][CH:4]=1.[C:29]([CH2:31][C:32](O)=[O:33])#[N:30].CCN(C(C)C)C(C)C.CN(C(ON1N=NC2C=CC=NC1=2)=[N+](C)C)C.F[P-](F)(F)(F)(F)F. Product: [C:29]([CH2:31][C:32]([N:18]1[CH2:19][CH2:20][CH2:21][C@@H:17]1[CH2:16][N:15]1[C:14]2[CH:22]=[CH:23][C:24]([CH2:26][OH:27])=[CH:25][C:13]=2[N:12]=[C:11]1[NH:10][C:8]([C:6]1[S:7][C:3]([CH:2]([F:1])[F:28])=[CH:4][CH:5]=1)=[O:9])=[O:33])#[N:30]. The catalyst class is: 3. (5) Reactant: [CH3:1][N:2]([C:4]([N:6]=[C:7]([NH2:9])[NH2:8])=[NH:5])[CH3:3].Cl.C([O-])(=O)CCCCCCCCCCCCCCCCC.[Mg+2].C([O-])(=O)CCCCCCCCCCCCCCCCC. Product: [CH3:1][N:2]([C:4]([NH:6][C:7]([NH2:9])=[NH:8])=[NH:5])[CH3:3]. The catalyst class is: 6. (6) Reactant: [P:1]([Cl:16])(Cl)([O:3][C:4]1[CH:9]=[C:8]([CH3:10])[C:7]([Cl:11])=[CH:6][C:5]=1[CH:12]([CH3:14])[CH3:13])=[O:2].Cl.[CH2:18]([O:20][C:21](=[O:25])[C@H:22]([CH3:24])[NH2:23])[CH3:19].CCN(CC)CC. Product: [Cl:16][P:1]([NH:23][C@H:22]([C:21]([O:20][CH2:18][CH3:19])=[O:25])[CH3:24])([O:3][C:4]1[CH:9]=[C:8]([CH3:10])[C:7]([Cl:11])=[CH:6][C:5]=1[CH:12]([CH3:13])[CH3:14])=[O:2]. The catalyst class is: 2. (7) Reactant: Cl[C:2]1[CH:7]=CC=CC=1.[NH:8]1[CH:12]=[CH:11][N:10]=[CH:9]1.[OH-:13].[Na+]. Product: [C:12]([N:8]1[CH:2]=[CH:7][N:10]=[CH:9]1)([N:8]1[CH:12]=[CH:11][N:10]=[CH:9]1)=[O:13]. The catalyst class is: 6. (8) Product: [Cl:53][C:48]1[CH:49]=[C:50]2[C:45](=[CH:46][CH:47]=1)[CH:44]=[C:43]([S:42][CH2:41][C@@H:37]([NH:36][C:34](=[O:35])[O:33][C:29]([CH3:31])([CH3:30])[CH3:32])[C:38]([N:25]1[CH2:26][CH2:27][CH:22]([N:20]3[CH2:21][C:17]4=[CH:16][N:15]=[C:14]([CH3:13])[N:18]4[C:19]3=[O:28])[CH2:23][CH2:24]1)=[O:39])[CH:52]=[CH:51]2. The catalyst class is: 556. Reactant: C1C=CC2N(O)N=NC=2C=1.Cl.Cl.[CH3:13][C:14]1[N:18]2[C:19](=[O:28])[N:20]([CH:22]3[CH2:27][CH2:26][NH:25][CH2:24][CH2:23]3)[CH2:21][C:17]2=[CH:16][N:15]=1.[C:29]([O:33][C:34]([NH:36][C@H:37]([CH2:41][S:42][C:43]1[CH:52]=[CH:51][C:50]2[C:45](=[CH:46][CH:47]=[C:48]([Cl:53])[CH:49]=2)[CH:44]=1)[C:38](O)=[O:39])=[O:35])([CH3:32])([CH3:31])[CH3:30].CCN=C=NCCCN(C)C. (9) Reactant: [Cl:1][C:2]1[CH:7]=[CH:6][C:5]([C@@H:8]([C:27]2[CH:32]=[CH:31][CH:30]=[C:29]([C:33]3[O:34][C:35](=[O:38])[NH:36][N:37]=3)[CH:28]=2)[N:9]2[CH2:12][CH:11]([C@@H:13]([C:18]3[CH:19]=[C:20]([CH:23]=[C:24]([F:26])[CH:25]=3)[C:21]#[N:22])[C:14]([F:17])([CH3:16])[CH3:15])[CH2:10]2)=[CH:4][CH:3]=1.Cl.CCOCC. Product: [ClH:1].[Cl:1][C:2]1[CH:7]=[CH:6][C:5]([C@@H:8]([C:27]2[CH:32]=[CH:31][CH:30]=[C:29]([C:33]3[O:34][C:35](=[O:38])[NH:36][N:37]=3)[CH:28]=2)[N:9]2[CH2:12][CH:11]([C@@H:13]([C:18]3[CH:19]=[C:20]([CH:23]=[C:24]([F:26])[CH:25]=3)[C:21]#[N:22])[C:14]([F:17])([CH3:16])[CH3:15])[CH2:10]2)=[CH:4][CH:3]=1. The catalyst class is: 10.